Dataset: Reaction yield outcomes from USPTO patents with 853,638 reactions. Task: Predict the reaction yield, written as a fraction of the theoretical maximum amount of product (1.0 means a 100% yield; for example, 0.34 means a 34% yield). (1) The reactants are [C:1]([C:5]1([CH:11](C)[CH3:12])[CH:9]=[CH:8][CH:7]([CH3:10])[O:6]1)([CH3:4])([CH3:3])[CH3:2]. The catalyst is [Pd]. The product is [C:1]([C:5]1([CH2:11][CH3:12])[CH2:9][CH2:8][CH:7]([CH3:10])[O:6]1)([CH3:4])([CH3:3])[CH3:2]. The yield is 0.930. (2) The product is [CH2:27]([Sn:18]([CH2:19][CH2:20][CH2:21][CH3:22])([CH2:23][CH2:24][CH2:25][CH3:26])[C:2]1[S:3][CH:4]=[CH:5][N:6]=1)[CH2:28][CH2:29][CH3:30]. The reactants are Br[C:2]1[S:3][CH:4]=[CH:5][N:6]=1.[Li]CCCC.CCCCCC.[Sn:18](Cl)([CH2:27][CH2:28][CH2:29][CH3:30])([CH2:23][CH2:24][CH2:25][CH3:26])[CH2:19][CH2:20][CH2:21][CH3:22].O. The catalyst is CCOCC. The yield is 0.900. (3) The reactants are [OH:1][C:2]1[CH:7]=[CH:6][C:5](NCC(O)=O)=[CH:4][CH:3]=1.N1C2C(=CC=CC=2)C(=O)[C:14]1=[O:15]. The catalyst is C(O)(=O)C.O. The product is [OH:1][C:2]1[CH:3]=[CH:4][C:5]([CH:14]=[O:15])=[CH:6][CH:7]=1. The yield is 0.680. (4) The reactants are Br[C:2]1[C:3]([F:21])=[C:4]([F:20])[C:5]([NH:12][C:13]2[CH:18]=[CH:17][CH:16]=[CH:15][C:14]=2[F:19])=[C:6]([CH:11]=1)[C:7]([O:9][CH3:10])=[O:8].C(N(CC)C(C)C)(C)C.CC1(C)C2C(=C(P(C3C=CC=CC=3)C3C=CC=CC=3)C=CC=2)OC2C(P(C3C=CC=CC=3)C3C=CC=CC=3)=CC=CC1=2.[CH2:73]([SH:80])[C:74]1[CH:79]=[CH:78][CH:77]=[CH:76][CH:75]=1. The catalyst is O1CCOCC1.C1C=CC(/C=C/C(/C=C/C2C=CC=CC=2)=O)=CC=1.C1C=CC(/C=C/C(/C=C/C2C=CC=CC=2)=O)=CC=1.C1C=CC(/C=C/C(/C=C/C2C=CC=CC=2)=O)=CC=1.[Pd].[Pd]. The product is [CH2:73]([S:80][C:2]1[C:3]([F:21])=[C:4]([F:20])[C:5]([NH:12][C:13]2[CH:18]=[CH:17][CH:16]=[CH:15][C:14]=2[F:19])=[C:6]([CH:11]=1)[C:7]([O:9][CH3:10])=[O:8])[C:74]1[CH:79]=[CH:78][CH:77]=[CH:76][CH:75]=1. The yield is 0.883. (5) The reactants are [NH:1]1[C:9]2[C:4](=[CH:5][CH:6]=[CH:7][CH:8]=2)[C:3]([CH2:10][CH2:11][CH2:12][OH:13])=[CH:2]1.[CH3:14][Si:15]([CH3:22])([CH3:21])N[Si:15]([CH3:22])([CH3:21])[CH3:14].C[Si](C)(C)Cl. The catalyst is C1COCC1. The product is [CH3:14][Si:15]([CH3:22])([CH3:21])[O:13][CH2:12][CH2:11][CH2:10][C:3]1[C:4]2[C:9](=[CH:8][CH:7]=[CH:6][CH:5]=2)[NH:1][CH:2]=1. The yield is 1.00. (6) The reactants are [F:1][C:2]1[CH:3]=[C:4]([OH:9])[CH:5]=[CH:6][C:7]=1[F:8].[H-].[Na+].Br[CH2:13][CH2:14][O:15][CH3:16].O. The catalyst is CN(C)C=O. The product is [F:8][C:7]1[CH:6]=[CH:5][C:4]([O:9][CH2:13][CH2:14][O:15][CH3:16])=[CH:3][C:2]=1[F:1]. The yield is 0.440. (7) The reactants are [O:1]1[CH2:5][CH2:4][CH2:3][C@@H:2]1[CH2:6]O.[NH:8]([C:17]([O:19][C:20]([CH3:23])([CH3:22])[CH3:21])=[O:18])[NH:9][C:10]([O:12][C:13]([CH3:16])([CH3:15])[CH3:14])=[O:11].C1(P(C2C=CC=CC=2)C2C=CC=CC=2)C=CC=CC=1.N(/C(OC(C)(C)C)=O)=N\C(OC(C)(C)C)=O. The catalyst is C1COCC1.O. The product is [O:1]1[CH2:5][CH2:4][CH2:3][C@@H:2]1[CH2:6][N:8]([C:17]([O:19][C:20]([CH3:23])([CH3:22])[CH3:21])=[O:18])[NH:9][C:10]([O:12][C:13]([CH3:14])([CH3:15])[CH3:16])=[O:11]. The yield is 0.820.